Predict the product of the given reaction. From a dataset of Forward reaction prediction with 1.9M reactions from USPTO patents (1976-2016). (1) Given the reactants Br[C:2]1[CH:9]=[CH:8][C:5]([CH:6]=[O:7])=[C:4]([N:10]2[CH2:14][CH2:13][CH2:12][CH2:11]2)[CH:3]=1.[CH3:15][NH:16][C:17]1[C:26]2[C:21](=[CH:22][C:23]([Sn](CCCC)(CCCC)CCCC)=[CH:24][CH:25]=2)[N:20]=[C:19]([NH2:40])[N:18]=1, predict the reaction product. The product is: [NH2:40][C:19]1[N:18]=[C:17]([NH:16][CH3:15])[C:26]2[C:21](=[CH:22][C:23]([C:2]3[CH:9]=[CH:8][C:5]([CH:6]=[O:7])=[C:4]([N:10]4[CH2:14][CH2:13][CH2:12][CH2:11]4)[CH:3]=3)=[CH:24][CH:25]=2)[N:20]=1. (2) Given the reactants [CH2:1]([C:3]1[C:7]([C:8]2[CH:13]=[CH:12][CH:11]=[CH:10][N:9]=2)=[C:6]([NH2:14])[NH:5][N:4]=1)[CH3:2].[Cl:15][C:16]1[CH:21]=[CH:20][C:19]([C:22](=O)[CH2:23][C:24](OCC)=[O:25])=[CH:18][CH:17]=1, predict the reaction product. The product is: [Cl:15][C:16]1[CH:17]=[CH:18][C:19]([C:22]2[NH:14][C:6]3[N:5]([N:4]=[C:3]([CH2:1][CH3:2])[C:7]=3[C:8]3[CH:13]=[CH:12][CH:11]=[CH:10][N:9]=3)[C:24](=[O:25])[CH:23]=2)=[CH:20][CH:21]=1.